Task: Predict the reactants needed to synthesize the given product.. Dataset: Full USPTO retrosynthesis dataset with 1.9M reactions from patents (1976-2016) (1) The reactants are: [F:1][C:2]1[CH:7]=[CH:6][C:5]([N:8]2[C:16]3[C:11](=[CH:12][C:13]([CH:17]([C:28]4[CH:33]=[CH:32][CH:31]=[CH:30][CH:29]=4)[CH:18]([C:22]4[CH:27]=[CH:26][CH:25]=[CH:24][CH:23]=4)[C:19]([NH2:21])=O)=[CH:14][CH:15]=3)[CH:10]=[N:9]2)=[CH:4][CH:3]=1.[H-].[Al+3].[Li+].[H-].[H-].[H-].C(OCC)C. Given the product [F:1][C:2]1[CH:3]=[CH:4][C:5]([N:8]2[C:16]3[C:11](=[CH:12][C:13]([CH:17]([C:28]4[CH:29]=[CH:30][CH:31]=[CH:32][CH:33]=4)[CH:18]([C:22]4[CH:27]=[CH:26][CH:25]=[CH:24][CH:23]=4)[CH2:19][NH2:21])=[CH:14][CH:15]=3)[CH:10]=[N:9]2)=[CH:6][CH:7]=1, predict the reactants needed to synthesize it. (2) Given the product [CH2:1]([O:8][C:9]1[N:14]=[N:13][C:12]([CH2:15][CH2:16][C:17]2[CH:22]=[CH:21][C:20]([CH2:23][CH2:24][Cl:28])=[CH:19][CH:18]=2)=[CH:11][CH:10]=1)[C:2]1[CH:7]=[CH:6][CH:5]=[CH:4][CH:3]=1, predict the reactants needed to synthesize it. The reactants are: [CH2:1]([O:8][C:9]1[N:14]=[N:13][C:12]([CH2:15][CH2:16][C:17]2[CH:22]=[CH:21][C:20]([CH2:23][CH2:24]O)=[CH:19][CH:18]=2)=[CH:11][CH:10]=1)[C:2]1[CH:7]=[CH:6][CH:5]=[CH:4][CH:3]=1.S(Cl)([Cl:28])=O.